This data is from Reaction yield outcomes from USPTO patents with 853,638 reactions. The task is: Predict the reaction yield, written as a fraction of the theoretical maximum amount of product (1.0 means a 100% yield; for example, 0.34 means a 34% yield). (1) The reactants are [H-].[Na+].[Cl:3][C:4]1[CH:9]=[CH:8][C:7]([C:10]2[O:11][C:12]3[CH:18]=[CH:17][C:16]([NH:19][C:20](=[O:23])[CH2:21][CH3:22])=[CH:15][C:13]=3[N:14]=2)=[CH:6][CH:5]=1.[CH3:24]I. The catalyst is CN(C)C=O.C(OCC)(=O)C. The product is [Cl:3][C:4]1[CH:5]=[CH:6][C:7]([C:10]2[O:11][C:12]3[CH:18]=[CH:17][C:16]([N:19]([CH3:24])[C:20](=[O:23])[CH2:21][CH3:22])=[CH:15][C:13]=3[N:14]=2)=[CH:8][CH:9]=1. The yield is 0.350. (2) The catalyst is CN(C)C=O. The product is [CH3:25][C:24]1[O:23][C:22]([C:26]2[CH:35]=[CH:34][C:29]([C:30]([O:32][CH3:33])=[O:31])=[CH:28][CH:27]=2)=[N:21][C:20]=1[CH2:19][S:14]([C:11]1[CH:10]=[CH:9][C:8]([CH2:7][N:4]2[CH2:5][CH2:6][O:1][CH2:2][CH2:3]2)=[CH:13][CH:12]=1)(=[O:16])=[O:15]. The yield is 0.570. The reactants are [O:1]1[CH2:6][CH2:5][N:4]([CH2:7][C:8]2[CH:13]=[CH:12][C:11]([S:14]([O-:16])=[O:15])=[CH:10][CH:9]=2)[CH2:3][CH2:2]1.[Li+].Cl[CH2:19][C:20]1[N:21]=[C:22]([C:26]2[CH:35]=[CH:34][C:29]([C:30]([O:32][CH3:33])=[O:31])=[CH:28][CH:27]=2)[O:23][C:24]=1[CH3:25].C(=O)([O-])[O-].[K+].[K+]. (3) The reactants are [Li+].CC([N-]C(C)C)C.[CH3:9][C:10]1[CH:15]=[CH:14][N:13]=[C:12]([C:16]2[CH:21]=[CH:20][C:19]([C:22]([F:25])([F:24])[F:23])=[CH:18][CH:17]=2)[CH:11]=1.[C:26](=O)([O:29]C)[O:27][CH3:28]. The catalyst is C1COCC1. The product is [F:24][C:22]([F:25])([F:23])[C:19]1[CH:18]=[CH:17][C:16]([C:12]2[CH:11]=[C:10]([CH2:9][C:26]([O:27][CH3:28])=[O:29])[CH:15]=[CH:14][N:13]=2)=[CH:21][CH:20]=1. The yield is 0.710. (4) The catalyst is CN(C)C=O. The reactants are [OH:1][C:2]1[CH:7]=[C:6]([CH3:8])[C:5]([NH:9][CH:10]=[O:11])=[C:4]([CH3:12])[C:3]=1[CH3:13].[H-].[Na+].Br[CH2:17]/[CH:18]=[CH:19]/[C:20]1[CH:25]=[CH:24][C:23]([CH:26]([CH3:28])[CH3:27])=[CH:22][CH:21]=1.O. The product is [CH:26]([C:23]1[CH:22]=[CH:21][C:20](/[CH:19]=[CH:18]/[CH2:17][O:1][C:2]2[CH:7]=[C:6]([CH3:8])[C:5]([NH:9][CH:10]=[O:11])=[C:4]([CH3:12])[C:3]=2[CH3:13])=[CH:25][CH:24]=1)([CH3:28])[CH3:27]. The yield is 0.590. (5) The reactants are [F:1][B-](F)(F)F.[Br:6][C:7]1[C:16]2[C:11](=[CH:12][CH:13]=[C:14]([O:17][CH3:18])[N:15]=2)[N:10]=[CH:9][C:8]=1[N+]#N. The catalyst is C1C2C(CCCC2)CCC1.C(Cl)(Cl)Cl. The product is [Br:6][C:7]1[C:16]2[C:11](=[CH:12][CH:13]=[C:14]([O:17][CH3:18])[N:15]=2)[N:10]=[CH:9][C:8]=1[F:1]. The yield is 0.400. (6) The reactants are [Cl:1][C:2]1[C:3]([Cl:11])=[N:4][CH:5]=[C:6]([CH:10]=1)[C:7](O)=[O:8].CSC.B.C1COCC1. The catalyst is C1COCC1. The product is [Cl:1][C:2]1[CH:10]=[C:6]([CH2:7][OH:8])[CH:5]=[N:4][C:3]=1[Cl:11]. The yield is 0.810. (7) The reactants are [CH3:1][O:2][C:3]1[CH:4]=[C:5]([C:9](=O)[CH2:10][C:11]2[CH:16]=[CH:15][CH:14]=[CH:13][CH:12]=2)[CH:6]=[CH:7][CH:8]=1.[CH2:18]([O:20][C:21]1[CH:22]=[C:23]([CH:26]=[C:27]([N+:30]([O-:32])=[O:31])[C:28]=1[OH:29])[CH:24]=O)[CH3:19].[NH2:33][C:34]([NH2:36])=[O:35].Cl. The catalyst is CCO. The product is [CH2:18]([O:20][C:21]1[CH:22]=[C:23]([CH:24]2[C:10]([C:11]3[CH:16]=[CH:15][CH:14]=[CH:13][CH:12]=3)=[C:9]([C:5]3[CH:6]=[CH:7][CH:8]=[C:3]([O:2][CH3:1])[CH:4]=3)[NH:36][C:34](=[O:35])[NH:33]2)[CH:26]=[C:27]([N+:30]([O-:32])=[O:31])[C:28]=1[OH:29])[CH3:19]. The yield is 0.210. (8) The reactants are [Cl:1][C:2]1[CH:3]=[C:4]([CH:15]=[CH:16][C:17]=1[C:18]([O:20][CH3:21])=[O:19])[C:5]([O:7]N1C(=O)CCC1=O)=O.[CH3:22][O:23][C:24]1[CH:25]=[C:26]([CH:29]=[C:30]([O:32][CH3:33])[CH:31]=1)[CH2:27][NH2:28].C(N(CC)CC)C. The catalyst is CN(C)C=O. The product is [Cl:1][C:2]1[CH:3]=[C:4]([C:5]([NH:28][CH2:27][C:26]2[CH:29]=[C:30]([O:32][CH3:33])[CH:31]=[C:24]([O:23][CH3:22])[CH:25]=2)=[O:7])[CH:15]=[CH:16][C:17]=1[C:18]([O:20][CH3:21])=[O:19]. The yield is 0.720. (9) The reactants are [CH3:1][CH:2]([CH3:21])[CH2:3][CH2:4][C:5]1(C(OC)=O)[C:14]2[C:9](=[CH:10][CH:11]=[CH:12][CH:13]=2)[C:8](=[O:15])[CH2:7][C:6]1=[O:16].Cl.[OH-:23].[Na+]. The product is [OH:23][C:5]1([CH2:4][CH2:3][CH:2]([CH3:21])[CH3:1])[C:14]2[C:9](=[CH:10][CH:11]=[CH:12][CH:13]=2)[C:8](=[O:15])[CH2:7][C:6]1=[O:16]. No catalyst specified. The yield is 0.632.